Dataset: Catalyst prediction with 721,799 reactions and 888 catalyst types from USPTO. Task: Predict which catalyst facilitates the given reaction. Reactant: [Cl:1][C:2]1[N:3]=[C:4]([N:13]2[CH2:18][CH2:17][O:16][CH2:15][CH2:14]2)[C:5]2[S:10][C:9]([CH2:11]O)=[CH:8][C:6]=2[N:7]=1.P(Br)(Br)[Br:20]. Product: [Br:20][CH2:11][C:9]1[S:10][C:5]2[C:4]([N:13]3[CH2:18][CH2:17][O:16][CH2:15][CH2:14]3)=[N:3][C:2]([Cl:1])=[N:7][C:6]=2[CH:8]=1. The catalyst class is: 648.